This data is from Catalyst prediction with 721,799 reactions and 888 catalyst types from USPTO. The task is: Predict which catalyst facilitates the given reaction. (1) Reactant: [I:1][C:2]1[CH:7]=[CH:6][C:5]([N:8]2[CH2:13][CH:12]3[CH2:14][CH:9]2[CH2:10][N:11]3C(OC(C)(C)C)=O)=[CH:4][CH:3]=1.O1CCOCC1.[ClH:28]. Product: [ClH:28].[I:1][C:2]1[CH:3]=[CH:4][C:5]([N:8]2[CH2:13][CH:12]3[CH2:14][CH:9]2[CH2:10][NH:11]3)=[CH:6][CH:7]=1. The catalyst class is: 12. (2) Reactant: Br[C:2]1[CH:3]=[N:4][CH:5]=[C:6]([CH:8]2[CH2:12][O:11][C:10]([CH3:14])([CH3:13])[O:9]2)[CH:7]=1.[B:15]1([B:15]2[O:19][C:18]([CH3:21])([CH3:20])[C:17]([CH3:23])([CH3:22])[O:16]2)[O:19][C:18]([CH3:21])([CH3:20])[C:17]([CH3:23])([CH3:22])[O:16]1.CC([O-])=O.[K+]. Product: [CH3:13][C:10]1([CH3:14])[O:9][CH:8]([C:6]2[CH:5]=[N:4][CH:3]=[C:2]([B:15]3[O:19][C:18]([CH3:21])([CH3:20])[C:17]([CH3:23])([CH3:22])[O:16]3)[CH:7]=2)[CH2:12][O:11]1. The catalyst class is: 368. (3) Reactant: [Mg].II.[CH3:4][O:5][C:6]1[CH:11]=[CH:10][C:9](Br)=[CH:8][CH:7]=1.[O:13]1[CH2:19][C:18](=[O:20])[CH2:17][O:16][CH2:15][CH2:14]1. Product: [CH3:4][O:5][C:6]1[CH:11]=[CH:10][C:9]([C:18]2([OH:20])[CH2:17][O:16][CH2:15][CH2:14][O:13][CH2:19]2)=[CH:8][CH:7]=1. The catalyst class is: 1. (4) Reactant: [F:1][C:2]1[C:3]([CH2:9]O)=[N:4][CH:5]=[C:6]([F:8])[CH:7]=1.S(Cl)([Cl:13])=O. Product: [ClH:13].[Cl:13][CH2:9][C:3]1[C:2]([F:1])=[CH:7][C:6]([F:8])=[CH:5][N:4]=1. The catalyst class is: 120. (5) Reactant: C([N:8]1[CH2:13][CH2:12][N:11](CC2C=CC=CC=2)[CH2:10][C@@H:9]1[CH2:21][N:22]1[CH2:27][CH2:26][NH:25][C:24](=[O:28])[C:23]1([CH3:30])[CH3:29])C1C=CC=CC=1. Product: [CH3:29][C:23]1([CH3:30])[N:22]([CH2:21][C@H:9]2[CH2:10][NH:11][CH2:12][CH2:13][NH:8]2)[CH2:27][CH2:26][NH:25][C:24]1=[O:28]. The catalyst class is: 5. (6) Reactant: [O:1]1[C:6]2[CH:7]=[CH:8][C:9]([CH2:11][CH2:12][N:13]3[CH2:18][CH2:17][N:16](C(OC(C)(C)C)=O)[CH2:15][CH:14]3[C:26]([O:28][CH2:29][CH3:30])=[O:27])=[CH:10][C:5]=2[O:4][CH2:3][CH2:2]1.Cl.C(O)C.O. Product: [O:1]1[C:6]2[CH:7]=[CH:8][C:9]([CH2:11][CH2:12][N:13]3[CH2:18][CH2:17][NH:16][CH2:15][CH:14]3[C:26]([O:28][CH2:29][CH3:30])=[O:27])=[CH:10][C:5]=2[O:4][CH2:3][CH2:2]1. The catalyst class is: 13. (7) Reactant: [CH3:1][O:2][C:3]1[CH:4]=[C:5]([NH:13][C:14]2[N:15]=[N:16][C:17]([CH:20]([NH:22][C:23]([C:25]3[NH:26][C:27]4[C:32]([CH:33]=3)=[CH:31][CH:30]=[CH:29][CH:28]=4)=O)[CH3:21])=[CH:18][N:19]=2)[CH:6]=[C:7]([O:11][CH3:12])[C:8]=1[O:9][CH3:10].N1C=NC=N1.P(Cl)(Cl)(Cl)=O. Product: [NH:26]1[C:27]2[C:32](=[CH:31][CH:30]=[CH:29][CH:28]=2)[CH:33]=[C:25]1[C:23]1[N:16]2[C:17]([CH:18]=[N:19][C:14]([NH:13][C:5]3[CH:4]=[C:3]([O:2][CH3:1])[C:8]([O:9][CH3:10])=[C:7]([O:11][CH3:12])[CH:6]=3)=[N:15]2)=[C:20]([CH3:21])[N:22]=1. The catalyst class is: 17.